Dataset: Drug-target binding data from BindingDB using IC50 measurements. Task: Regression. Given a target protein amino acid sequence and a drug SMILES string, predict the binding affinity score between them. We predict pIC50 (pIC50 = -log10(IC50 in M); higher means more potent). Dataset: bindingdb_ic50. The small molecule is O=P([O-])([O-])C(CCCc1ccc(-c2ccc(F)cc2F)cc1)S(=O)(=O)[O-]. The target protein (A9JQL9) has sequence MTMMDMNFKYCHKIMKKHSKSFSYAFDLLPEDQRKAVWAIYAVCRKIDDSIDVYGDIQFLNQIKEDIQSIEKYPYEYHHFQSDRRIMMALQHVAQHKNIAFQSFYNLIDTVYKDQHFTMFETDAELFGYCYGVAGTVGEVLTPILSDHETHQTYDVARRLGESLQLINILRDVGEDFENERIYFSKQRLKQYEVDIAEVYQNGVNNHYIDLWEYYAAIAEKDFRDVMDQIKVFSIEAQPIIELAARIYIEILDEVRQANYTLHERVFVEKRKKAKLFHEINSKYHRI. The pIC50 is 5.0.